Dataset: Reaction yield outcomes from USPTO patents with 853,638 reactions. Task: Predict the reaction yield, written as a fraction of the theoretical maximum amount of product (1.0 means a 100% yield; for example, 0.34 means a 34% yield). (1) The reactants are [CH3:1][C:2]1[O:6][N:5]=[C:4]([C:7]2[CH:12]=[CH:11][N:10]=[CH:9][N:8]=2)[C:3]=1[CH2:13][O:14][C:15]1[CH:23]=[CH:22][C:18]([C:19]([OH:21])=O)=[CH:17][N:16]=1.[CH2:24]([CH2:26][NH2:27])[OH:25]. No catalyst specified. The product is [OH:25][CH2:24][CH2:26][NH:27][C:19](=[O:21])[C:18]1[CH:22]=[CH:23][C:15]([O:14][CH2:13][C:3]2[C:4]([C:7]3[CH:12]=[CH:11][N:10]=[CH:9][N:8]=3)=[N:5][O:6][C:2]=2[CH3:1])=[N:16][CH:17]=1. The yield is 0.730. (2) The catalyst is CO. The product is [NH2:2][C@@H:3]([C@H:8]([CH3:14])[C@H:9]([CH3:13])[CH2:10][CH2:11][CH3:12])[CH2:4][C:5]([OH:7])=[O:6]. The yield is 0.920. The reactants are Cl.[NH2:2][C@@H:3]([C@H:8]([CH3:14])[C@H:9]([CH3:13])[CH2:10][CH2:11][CH3:12])[CH2:4][C:5]([OH:7])=[O:6].CCN(CC)CC. (3) The reactants are [CH3:1][C:2]1([CH3:15])[C:11]2[C:6](=[CH:7][CH:8]=[C:9]([C:12](=[O:14])[CH3:13])[CH:10]=2)[O:5][CH2:4][CH2:3]1.[Br:16]Br.O. The catalyst is CO.C(OCC)(=O)C. The product is [Br:16][CH2:13][C:12]([C:9]1[CH:10]=[C:11]2[C:6](=[CH:7][CH:8]=1)[O:5][CH2:4][CH2:3][C:2]2([CH3:15])[CH3:1])=[O:14]. The yield is 0.830. (4) The reactants are [CH3:1][C:2]1[CH:15]=[CH:14][C:5]([C:6]([C:8]2[CH:13]=[CH:12][CH:11]=[CH:10][CH:9]=2)=O)=[CH:4][CH:3]=1. The catalyst is C1COCC1.Cl[Ti](Cl)(Cl)Cl.[Zn]. The product is [CH3:1][C:2]1[CH:15]=[CH:14][C:5]([C:6]([C:8]2[CH:13]=[CH:12][CH:11]=[CH:10][CH:9]=2)=[C:6]([C:5]2[CH:4]=[CH:3][C:2]([CH3:1])=[CH:15][CH:14]=2)[C:8]2[CH:9]=[CH:10][CH:11]=[CH:12][CH:13]=2)=[CH:4][CH:3]=1. The yield is 0.940. (5) The reactants are C([C@H]([NH:11][C@@:12]([CH3:25])([CH2:16][C:17]1[CH:22]=[CH:21][C:20]([O:23][CH3:24])=[CH:19][CH:18]=1)[C:13]([NH2:15])=[O:14])C1C=CC=CC=1)(=O)N.C([O-])=O.[NH4+].C1(CC(N)=O)C=CC=CC=1. The catalyst is CC(O)C.[Pd]. The product is [NH2:11][C@@:12]([CH3:25])([CH2:16][C:17]1[CH:18]=[CH:19][C:20]([O:23][CH3:24])=[CH:21][CH:22]=1)[C:13]([NH2:15])=[O:14]. The yield is 0.960.